From a dataset of Forward reaction prediction with 1.9M reactions from USPTO patents (1976-2016). Predict the product of the given reaction. (1) Given the reactants [CH3:1][O:2][C:3]1[CH:4]=[C:5]2[C:10](=[CH:11][C:12]=1[O:13][CH3:14])[N:9]=[CH:8][CH:7]=[C:6]2[O:15][C:16]1[CH:22]=[CH:21][C:19]([NH2:20])=[CH:18][CH:17]=1.Cl[C:24](Cl)([O:26][C:27](=[O:33])OC(Cl)(Cl)Cl)Cl.[CH:35]1(CO)[CH2:38][CH2:37][CH2:36]1.C(=O)(O)[O-].[Na+], predict the reaction product. The product is: [CH3:1][O:2][C:3]1[CH:4]=[C:5]2[C:10](=[CH:11][C:12]=1[O:13][CH3:14])[N:9]=[CH:8][CH:7]=[C:6]2[O:15][C:16]1[CH:22]=[CH:21][C:19]([NH:20][C:27](=[O:33])[O:26][CH2:24][CH:35]2[CH2:38][CH2:37][CH2:36]2)=[CH:18][CH:17]=1. (2) Given the reactants C([Si](C)(C)[O:6][CH2:7][C:8]([C:11]1[CH:15]=[C:14]([C:16]2[O:17][C:18]([C:21]([S:24]([C:27]3[CH:32]=[CH:31][C:30]([F:33])=[CH:29][CH:28]=3)(=[O:26])=[O:25])([CH3:23])[CH3:22])=[N:19][N:20]=2)[O:13][N:12]=1)([CH3:10])[CH3:9])(C)(C)C.C([Si](C)(C)OCC(C1C=C(C(O)=O)ON=1)(C)C)(C)(C)C, predict the reaction product. The product is: [F:33][C:30]1[CH:31]=[CH:32][C:27]([S:24]([C:21]([C:18]2[O:17][C:16]([C:14]3[O:13][N:12]=[C:11]([C:8]([CH3:10])([CH3:9])[CH2:7][OH:6])[CH:15]=3)=[N:20][N:19]=2)([CH3:23])[CH3:22])(=[O:25])=[O:26])=[CH:28][CH:29]=1. (3) Given the reactants [NH2:1][C:2]1[C:3]([CH3:24])=[C:4]([CH:20]=[C:21]([Cl:23])[CH:22]=1)[CH2:5][N:6]1[CH2:11][CH2:10][N:9]([C:12]([CH:14]2[CH2:18][CH2:17][CH2:16][CH2:15]2)=[O:13])[C@@H:8]([CH3:19])[CH2:7]1.C([O-])([O-])=O.[K+].[K+].Cl.[CH3:32][C:33]1[CH:41]=[CH:40][C:36]([C:37](Cl)=[O:38])=[CH:35][N:34]=1, predict the reaction product. The product is: [Cl:23][C:21]1[CH:20]=[C:4]([CH2:5][N:6]2[CH2:11][CH2:10][N:9]([C:12]([CH:14]3[CH2:18][CH2:17][CH2:16][CH2:15]3)=[O:13])[C@@H:8]([CH3:19])[CH2:7]2)[C:3]([CH3:24])=[C:2]([NH:1][C:37](=[O:38])[C:36]2[CH:40]=[CH:41][C:33]([CH3:32])=[N:34][CH:35]=2)[CH:22]=1. (4) Given the reactants [CH2:1]([O:8][C:9]([N:11]1[CH2:15][CH:14]([O:16][CH3:17])[C:13]([CH3:23])([C:18]([O:20]CC)=[O:19])[CH2:12]1)=[O:10])[C:2]1[CH:7]=[CH:6][CH:5]=[CH:4][CH:3]=1.[OH-].[Na+].O, predict the reaction product. The product is: [CH2:1]([O:8][C:9]([N:11]1[CH2:15][CH:14]([O:16][CH3:17])[C:13]([CH3:23])([C:18]([OH:20])=[O:19])[CH2:12]1)=[O:10])[C:2]1[CH:7]=[CH:6][CH:5]=[CH:4][CH:3]=1. (5) Given the reactants [Cl:1][C:2]1[CH:7]=[CH:6][C:5]([C:8]([C:10]2[CH:15]=[CH:14][CH:13]=[CH:12][C:11]=2[C:16]2[C:17]([CH2:22][O:23]CC3C=CC(OC)=CC=3)=[N:18][O:19][C:20]=2[CH3:21])=[O:9])=[CH:4][CH:3]=1.C(Cl)Cl.C(C1C(=O)C(Cl)=C(Cl)C(=O)C=1C#N)#N.C([O-])(O)=O.[Na+], predict the reaction product. The product is: [Cl:1][C:2]1[CH:7]=[CH:6][C:5]([C:8]([C:10]2[CH:15]=[CH:14][CH:13]=[CH:12][C:11]=2[C:16]2[C:17]([CH2:22][OH:23])=[N:18][O:19][C:20]=2[CH3:21])=[O:9])=[CH:4][CH:3]=1. (6) Given the reactants [N:1]1([C:7]2[CH:8]=[C:9]([C:17]([O:19][CH3:20])=[O:18])[C:10]3[NH:14][C:13](=O)[NH:12][C:11]=3[CH:16]=2)[CH2:6][CH2:5][O:4][CH2:3][CH2:2]1.CN(C)C1C=CC=CC=1.O=P(Cl)(Cl)[Cl:32], predict the reaction product. The product is: [Cl:32][C:13]1[NH:14][C:10]2[C:9]([C:17]([O:19][CH3:20])=[O:18])=[CH:8][C:7]([N:1]3[CH2:6][CH2:5][O:4][CH2:3][CH2:2]3)=[CH:16][C:11]=2[N:12]=1.